Dataset: Catalyst prediction with 721,799 reactions and 888 catalyst types from USPTO. Task: Predict which catalyst facilitates the given reaction. (1) Reactant: [O:1]1[C:9]2[C:4](=[N:5][CH:6]=[CH:7][CH:8]=2)[CH:3]=[CH:2]1.C1C=C(Cl)C=C(C(OO)=[O:18])C=1. Product: [O:1]1[C:9]2[C:4](=[N+:5]([O-:18])[CH:6]=[CH:7][CH:8]=2)[CH:3]=[CH:2]1. The catalyst class is: 22. (2) Reactant: [CH3:1][S:2]([C:5]1[CH:10]=[CH:9][C:8]([C:11]2[N:16]=[CH:15][C:14]([O:17][CH2:18][CH:19]3[CH2:24][CH2:23][N:22](C(OC(C)(C)C)=O)[CH2:21][CH2:20]3)=[CH:13][CH:12]=2)=[CH:7][CH:6]=1)(=[O:4])=[O:3].[ClH:32].C(OCC)C. Product: [ClH:32].[ClH:32].[CH3:1][S:2]([C:5]1[CH:10]=[CH:9][C:8]([C:11]2[CH:12]=[CH:13][C:14]([O:17][CH2:18][CH:19]3[CH2:24][CH2:23][NH:22][CH2:21][CH2:20]3)=[CH:15][N:16]=2)=[CH:7][CH:6]=1)(=[O:3])=[O:4]. The catalyst class is: 12. (3) Product: [CH2:11]([O:18][C:19]1[CH:28]=[C:27]2[C:22]([C:23]([CH3:29])=[C:24]([CH:4]=[O:5])[CH2:25][O:26]2)=[CH:21][CH:20]=1)[C:12]1[CH:13]=[CH:14][CH:15]=[CH:16][CH:17]=1. The catalyst class is: 2. Reactant: CN([CH:4]=[O:5])C.O=P(Cl)(Cl)Cl.[CH2:11]([O:18][C:19]1[CH:28]=[C:27]2[C:22]([C:23]([CH3:29])=[CH:24][CH2:25][O:26]2)=[CH:21][CH:20]=1)[C:12]1[CH:17]=[CH:16][CH:15]=[CH:14][CH:13]=1. (4) Reactant: [H-].[Na+].[CH:3]1([NH:8][C:9]2[C:14]([CH:15]=O)=[CH:13][N:12]=[C:11]([S:17][CH3:18])[N:10]=2)[CH2:7][CH2:6][CH2:5][CH2:4]1.[CH3:19][CH2:20][O:21][C:22]([CH3:24])=[O:23]. Product: [CH2:20]([O:21][C:22](=[O:23])/[CH:24]=[CH:15]/[C:14]1[C:9]([NH:8][CH:3]2[CH2:7][CH2:6][CH2:5][CH2:4]2)=[N:10][C:11]([S:17][CH3:18])=[N:12][CH:13]=1)[CH3:19]. The catalyst class is: 20. (5) Reactant: [CH3:1][C:2]1[O:6][C:5]([C:7]2[CH:12]=[CH:11][CH:10]=[CH:9][CH:8]=2)=[N:4][C:3]=1[CH2:13][O:14][C:15]1[CH:20]=[CH:19][C:18]([CH2:21][C:22]([O:24]C)=[O:23])=[CH:17][CH:16]=1.O.[OH-].[Li+].O1CCCC1.Cl. Product: [CH3:1][C:2]1[O:6][C:5]([C:7]2[CH:8]=[CH:9][CH:10]=[CH:11][CH:12]=2)=[N:4][C:3]=1[CH2:13][O:14][C:15]1[CH:16]=[CH:17][C:18]([CH2:21][C:22]([OH:24])=[O:23])=[CH:19][CH:20]=1. The catalyst class is: 24. (6) Reactant: [H-].COCCO[Al+]OCCOC.[Na+].[H-].[N:15]1[C:24]2[C:19](=[CH:20][CH:21]=[CH:22][CH:23]=2)[CH:18]=[C:17]([C:25]#[C:26][CH2:27][OH:28])[CH:16]=1. Product: [N:15]1[C:24]2[C:19](=[CH:20][CH:21]=[CH:22][CH:23]=2)[CH:18]=[C:17](/[CH:25]=[CH:26]/[CH2:27][OH:28])[CH:16]=1. The catalyst class is: 1. (7) Reactant: C([O:5][C:6](=[O:39])[CH2:7][O:8][C:9]1[C:18]2[CH2:17][CH2:16][CH2:15][CH:14]([NH:19][S:20]([C:23]3[CH:28]=[C:27]([C:29]([F:32])([F:31])[F:30])[CH:26]=[C:25]([C:33]([F:36])([F:35])[F:34])[CH:24]=3)(=[O:22])=[O:21])[C:13]=2[CH:12]=[C:11]([Cl:37])[C:10]=1[F:38])(C)(C)C.[OH-].[Li+].CO. Product: [F:36][C:33]([F:34])([F:35])[C:25]1[CH:24]=[C:23]([S:20]([NH:19][CH:14]2[CH2:15][CH2:16][CH2:17][C:18]3[C:9]([O:8][CH2:7][C:6]([OH:39])=[O:5])=[C:10]([F:38])[C:11]([Cl:37])=[CH:12][C:13]2=3)(=[O:21])=[O:22])[CH:28]=[C:27]([C:29]([F:30])([F:31])[F:32])[CH:26]=1. The catalyst class is: 7. (8) Reactant: [Cl:1][C:2]1[N:7]=[C:6](Cl)[C:5]([N+:9]([O-:11])=[O:10])=[CH:4][N:3]=1.[CH2:12]([CH:14]([NH2:17])[CH2:15][CH3:16])[CH3:13].C(N(CC)C(C)C)(C)C. Product: [Cl:1][C:2]1[N:7]=[C:6]([NH:17][CH:14]([CH2:15][CH3:16])[CH2:12][CH3:13])[C:5]([N+:9]([O-:11])=[O:10])=[CH:4][N:3]=1. The catalyst class is: 14.